This data is from Forward reaction prediction with 1.9M reactions from USPTO patents (1976-2016). The task is: Predict the product of the given reaction. Given the reactants [F:1][C:2]1[CH:3]=[C:4]([C:8]([C:14]2[NH:18][N:17]=[C:16]([C:19]3[C:27]4[C:22](=[N:23][CH:24]=[C:25]([C:28]5[CH:29]=[N:30][N:31]([CH3:33])[CH:32]=5)[CH:26]=4)[NH:21][CH:20]=3)[CH:15]=2)([O:10]COC)[CH3:9])[CH:5]=[CH:6][CH:7]=1.Cl, predict the reaction product. The product is: [F:1][C:2]1[CH:3]=[C:4]([C:8]([C:14]2[NH:18][N:17]=[C:16]([C:19]3[C:27]4[C:22](=[N:23][CH:24]=[C:25]([C:28]5[CH:29]=[N:30][N:31]([CH3:33])[CH:32]=5)[CH:26]=4)[NH:21][CH:20]=3)[CH:15]=2)([OH:10])[CH3:9])[CH:5]=[CH:6][CH:7]=1.